This data is from Reaction yield outcomes from USPTO patents with 853,638 reactions. The task is: Predict the reaction yield, written as a fraction of the theoretical maximum amount of product (1.0 means a 100% yield; for example, 0.34 means a 34% yield). (1) The reactants are [CH3:1][C:2]([CH3:22])([CH3:21])[C:3]#[C:4][C:5]1[CH:10]=[C:9]([N+:11]([O-:13])=[O:12])[C:8](F)=[CH:7][C:6]=1[NH:15]C(=O)CCC.[CH3:23][C:24]([O-:27])([CH3:26])[CH3:25].[K+].O. The catalyst is CN(C=O)C. The product is [C:24]([O:27][C:8]1[CH:7]=[C:6]2[C:5]([CH:4]=[C:3]([C:2]([CH3:1])([CH3:21])[CH3:22])[NH:15]2)=[CH:10][C:9]=1[N+:11]([O-:13])=[O:12])([CH3:26])([CH3:25])[CH3:23]. The yield is 0.210. (2) The reactants are Br[C:2]1[C:3]([F:31])=[C:4]([C:18]([CH3:30])=[C:19]([N:21]([CH2:28][CH3:29])[CH:22]2[CH2:27][CH2:26][O:25][CH2:24][CH2:23]2)[CH:20]=1)[C:5]([NH:7][CH2:8][C:9]1[C:10](=[O:17])[NH:11][C:12]([CH3:16])=[CH:13][C:14]=1[CH3:15])=[O:6].CC1(C)C(C)(C)OB([C:40]2[CH:52]=[CH:51][C:43]([CH2:44][N:45]3[CH2:50][CH2:49][O:48][CH2:47][CH2:46]3)=[CH:42][CH:41]=2)O1.C([O-])([O-])=O.[Na+].[Na+]. The catalyst is O1CCOCC1.O.[Pd].C1(P(C2C=CC=CC=2)C2C=CC=CC=2)C=CC=CC=1. The product is [CH3:15][C:14]1[CH:13]=[C:12]([CH3:16])[NH:11][C:10](=[O:17])[C:9]=1[CH2:8][NH:7][C:5]([C:4]1[C:3]([F:31])=[C:2]([C:40]2[CH:41]=[CH:42][C:43]([CH2:44][N:45]3[CH2:50][CH2:49][O:48][CH2:47][CH2:46]3)=[CH:51][CH:52]=2)[CH:20]=[C:19]([N:21]([CH2:28][CH3:29])[CH:22]2[CH2:27][CH2:26][O:25][CH2:24][CH2:23]2)[C:18]=1[CH3:30])=[O:6]. The yield is 0.520. (3) The reactants are S(=O)(=O)(O)N.[C:6]1([S:12][C:13]2[CH:20]=[CH:19][C:16]([CH:17]=[O:18])=[CH:15][CH:14]=2)[CH:11]=[CH:10][CH:9]=[CH:8][CH:7]=1.Cl([O-])=[O:22].[Na+].[OH2:25]. The catalyst is CC(C)=O. The product is [C:6]1([S:12]([C:13]2[CH:20]=[CH:19][C:16]([C:17]([OH:22])=[O:18])=[CH:15][CH:14]=2)=[O:25])[CH:7]=[CH:8][CH:9]=[CH:10][CH:11]=1. The yield is 0.600. (4) The reactants are [CH3:1][N:2]1[C:6]([CH2:7][O:8][C:9]2[CH:17]=[CH:16][C:12]([C:13]([OH:15])=O)=[CH:11][N:10]=2)=[C:5]([C:18]2[CH:23]=[CH:22][CH:21]=[CH:20][N:19]=2)[N:4]=[N:3]1.[CH2:24]([CH2:26][NH2:27])[OH:25]. No catalyst specified. The product is [OH:25][CH2:24][CH2:26][NH:27][C:13](=[O:15])[C:12]1[CH:16]=[CH:17][C:9]([O:8][CH2:7][C:6]2[N:2]([CH3:1])[N:3]=[N:4][C:5]=2[C:18]2[CH:23]=[CH:22][CH:21]=[CH:20][N:19]=2)=[N:10][CH:11]=1. The yield is 0.900. (5) The reactants are [NH2:1][C:2]1[CH:3]=[C:4]([CH:16]=[CH:17][CH:18]=1)[O:5][C:6]1[CH:11]=[CH:10][N:9]=[C:8]2[NH:12][C:13](=[O:15])[NH:14][C:7]=12.[F:19][C:20]([F:32])([F:31])[C:21]1[CH:22]=[C:23]([S:27](Cl)(=[O:29])=[O:28])[CH:24]=[CH:25][CH:26]=1. No catalyst specified. The product is [O:15]=[C:13]1[NH:12][C:8]2=[N:9][CH:10]=[CH:11][C:6]([O:5][C:4]3[CH:3]=[C:2]([NH:1][S:27]([C:23]4[CH:24]=[CH:25][CH:26]=[C:21]([C:20]([F:19])([F:31])[F:32])[CH:22]=4)(=[O:29])=[O:28])[CH:18]=[CH:17][CH:16]=3)=[C:7]2[NH:14]1. The yield is 0.720. (6) The reactants are Br[C:2]1[N:3]=[C:4]([CH:16]2[CH2:21][CH2:20][N:19]([C:22]([O:24][C:25]([CH3:28])([CH3:27])[CH3:26])=[O:23])[CH2:18][CH2:17]2)[N:5]([CH2:7][CH2:8][O:9][CH:10]2[CH2:15][CH2:14][CH2:13][CH2:12][O:11]2)[CH:6]=1.[CH:29]1(B(O)O)[CH2:31][CH2:30]1.C1(P(C2CCCCC2)C2CCCCC2)CCCCC1.P([O-])([O-])([O-])=O.[K+].[K+].[K+]. The catalyst is C1(C)C=CC=CC=1.O.C([O-])(=O)C.[Pd+2].C([O-])(=O)C. The product is [CH:29]1([C:2]2[N:3]=[C:4]([CH:16]3[CH2:21][CH2:20][N:19]([C:22]([O:24][C:25]([CH3:28])([CH3:27])[CH3:26])=[O:23])[CH2:18][CH2:17]3)[N:5]([CH2:7][CH2:8][O:9][CH:10]3[CH2:15][CH2:14][CH2:13][CH2:12][O:11]3)[CH:6]=2)[CH2:31][CH2:30]1. The yield is 0.370. (7) The reactants are [Cl:1][C:2]1[CH:7]=[C:6]([Cl:8])[CH:5]=[CH:4][C:3]=1[CH:9]([O:15][CH3:16])[CH:10]([N+:12]([O-])=O)[CH3:11]. The catalyst is C1COCC1.[Ni].CCO. The product is [Cl:1][C:2]1[CH:7]=[C:6]([Cl:8])[CH:5]=[CH:4][C:3]=1[CH:9]([O:15][CH3:16])[CH:10]([NH2:12])[CH3:11]. The yield is 1.00. (8) The yield is 0.280. The product is [CH3:12][O:11][C:6]1[CH:5]=[CH:4][N:3]=[C:2]([N:17]2[CH:18]=[C:14]([CH3:13])[N:15]=[CH:16]2)[C:7]=1[N+:8]([O-:10])=[O:9]. The catalyst is CN(C=O)C. The reactants are Cl[C:2]1[C:7]([N+:8]([O-:10])=[O:9])=[C:6]([O:11][CH3:12])[CH:5]=[CH:4][N:3]=1.[CH3:13][C:14]1[N:15]=[CH:16][NH:17][CH:18]=1.[OH-].[K+].O.